This data is from Catalyst prediction with 721,799 reactions and 888 catalyst types from USPTO. The task is: Predict which catalyst facilitates the given reaction. (1) Reactant: [OH-].[Na+].C([O:6][CH2:7][CH2:8][CH2:9][CH2:10][S:11]([NH:14][C:15]([C:17]1[CH:22]=[CH:21][C:20]([C:23]2[CH:28]=[CH:27][C:26]([CH2:29][CH2:30][N:31]([C:41]([O:43][C:44]([CH3:47])([CH3:46])[CH3:45])=[O:42])[CH2:32][C@H:33]([OH:40])[C:34]3[CH:39]=[CH:38][CH:37]=[CH:36][CH:35]=3)=[CH:25][CH:24]=2)=[CH:19][C:18]=1[O:48][CH:49]1[CH2:54][CH2:53][CH2:52][CH2:51][CH2:50]1)=[O:16])(=[O:13])=[O:12])(=O)C. Product: [CH:49]1([O:48][C:18]2[CH:19]=[C:20]([C:23]3[CH:24]=[CH:25][C:26]([CH2:29][CH2:30][N:31]([CH2:32][C@H:33]([OH:40])[C:34]4[CH:35]=[CH:36][CH:37]=[CH:38][CH:39]=4)[C:41](=[O:42])[O:43][C:44]([CH3:47])([CH3:46])[CH3:45])=[CH:27][CH:28]=3)[CH:21]=[CH:22][C:17]=2[C:15]([NH:14][S:11]([CH2:10][CH2:9][CH2:8][CH2:7][OH:6])(=[O:12])=[O:13])=[O:16])[CH2:54][CH2:53][CH2:52][CH2:51][CH2:50]1. The catalyst class is: 5. (2) Reactant: [CH:1]1([NH:4][C:5](=[O:51])[NH:6][C:7]2[CH:49]=[CH:48][C:10]([O:11][C:12]3[CH:17]=[CH:16][N:15]=[C:14]4[CH:18]=[C:19]([C:21]5[N:26]=[CH:25][C:24]([CH2:27][N:28]6[CH2:33][CH2:32][N:31]([C:34](=[O:47])[C@@H:35]([NH:39]C(=O)OC(C)(C)C)[CH:36]([CH3:38])[CH3:37])[CH2:30][CH2:29]6)=[CH:23][CH:22]=5)[S:20][C:13]=34)=[C:9]([F:50])[CH:8]=2)[CH2:3][CH2:2]1.C(O)(C(F)(F)F)=O. Product: [OH-:11].[NH4+:4].[NH2:39][C@@H:35]([CH:36]([CH3:38])[CH3:37])[C:34]([N:31]1[CH2:30][CH2:29][N:28]([CH2:27][C:24]2[CH:23]=[CH:22][C:21]([C:19]3[S:20][C:13]4[C:14](=[N:15][CH:16]=[CH:17][C:12]=4[O:11][C:10]4[CH:48]=[CH:49][C:7]([NH:6][C:5]([NH:4][CH:1]5[CH2:3][CH2:2]5)=[O:51])=[CH:8][C:9]=4[F:50])[CH:18]=3)=[N:26][CH:25]=2)[CH2:33][CH2:32]1)=[O:47]. The catalyst class is: 512. (3) Reactant: [F:1][C:2]([F:56])([F:55])[C:3]1[CH:4]=[C:5]([C@H:13]2[O:17][C:16](=[O:18])[N:15]([CH2:19][C:20]3[C:25]([C:26]4[CH:27]=[C:28]([C:34]5[CH:46]=[CH:45][C:37]([C:38]([O:40]C(C)(C)C)=[O:39])=[CH:36][C:35]=5[CH3:47])[CH:29]=[N:30][C:31]=4[O:32][CH3:33])=[CH:24][N:23]=[C:22]([N:48]4[CH2:51][C:50]([F:53])([F:52])[CH2:49]4)[N:21]=3)[C@H:14]2[CH3:54])[CH:6]=[C:7]([C:9]([F:12])([F:11])[F:10])[CH:8]=1. Product: [F:12][C:9]([F:10])([F:11])[C:7]1[CH:6]=[C:5]([C@H:13]2[O:17][C:16](=[O:18])[N:15]([CH2:19][C:20]3[C:25]([C:26]4[CH:27]=[C:28]([C:34]5[CH:46]=[CH:45][C:37]([C:38]([OH:40])=[O:39])=[CH:36][C:35]=5[CH3:47])[CH:29]=[N:30][C:31]=4[O:32][CH3:33])=[CH:24][N:23]=[C:22]([N:48]4[CH2:49][C:50]([F:52])([F:53])[CH2:51]4)[N:21]=3)[C@H:14]2[CH3:54])[CH:4]=[C:3]([C:2]([F:56])([F:55])[F:1])[CH:8]=1. The catalyst class is: 4. (4) Reactant: [Cl:1][C:2]1[CH:7]=[CH:6][C:5]([OH:8])=[CH:4][CH:3]=1.C(=O)([O-])[O-].[K+].[K+].[Cl:15][CH:16]([CH2:18]Cl)[CH3:17]. Product: [Cl:1][C:2]1[CH:7]=[CH:6][C:5]([O:8][CH2:18][C:16]([Cl:15])=[CH2:17])=[CH:4][CH:3]=1. The catalyst class is: 21. (5) Reactant: [O:1]1[CH2:6][CH2:5][C:4](=[CH:7][C:8](=[O:10])[CH3:9])[CH2:3][CH2:2]1.[C:11]([O:18][CH3:19])(=[O:17])[CH2:12][C:13]([O:15]C)=O.C[O-].[Na+]. Product: [O:15]=[C:13]1[CH2:9][C:8](=[O:10])[CH2:7][C:4]2([CH2:5][CH2:6][O:1][CH2:2][CH2:3]2)[CH:12]1[C:11]([O:18][CH3:19])=[O:17]. The catalyst class is: 5. (6) Reactant: Cl.C(N=C=NCCCN(C)C)C.[CH2:13]([C@@H:15]1[NH:20][CH2:19][CH2:18][N:17]([C:21]2[N:22]([CH2:43][C:44]([F:47])([F:46])[F:45])[C:23]3[C:28]([N:29]=2)=[C:27]([N:30]2[CH2:35][CH2:34][O:33][CH2:32][CH2:31]2)[N:26]=[C:25]([C:36]2[CH:37]=[N:38][C:39]([NH2:42])=[N:40][CH:41]=2)[N:24]=3)[CH2:16]1)[CH3:14].C(N(CC)CC)C.[C:55](O)(=[O:59])[C@H:56]([CH3:58])[OH:57].ON1C2C=CC=CC=2N=N1. Product: [NH2:42][C:39]1[N:40]=[CH:41][C:36]([C:25]2[N:24]=[C:23]3[C:28]([N:29]=[C:21]([N:17]4[CH2:18][CH2:19][N:20]([C:55](=[O:59])[C@@H:56]([OH:57])[CH3:58])[C@@H:15]([CH2:13][CH3:14])[CH2:16]4)[N:22]3[CH2:43][C:44]([F:47])([F:46])[F:45])=[C:27]([N:30]3[CH2:31][CH2:32][O:33][CH2:34][CH2:35]3)[N:26]=2)=[CH:37][N:38]=1. The catalyst class is: 9. (7) Reactant: [NH2:1][C:2]1[CH:3]=[C:4]([CH:21]=[CH:22][CH:23]=1)[C:5]([C:7]1[C:12](=[O:13])[CH:11]=[CH:10][N:9]([C:14]2[CH:19]=[CH:18][C:17]([Cl:20])=[CH:16][CH:15]=2)[N:8]=1)=[O:6].CCN(C(C)C)C(C)C.Cl[C:34]([O:36][CH2:37][CH3:38])=[O:35]. Product: [CH2:37]([O:36][C:34](=[O:35])[NH:1][C:2]1[CH:23]=[CH:22][CH:21]=[C:4]([C:5]([C:7]2[C:12](=[O:13])[CH:11]=[CH:10][N:9]([C:14]3[CH:19]=[CH:18][C:17]([Cl:20])=[CH:16][CH:15]=3)[N:8]=2)=[O:6])[CH:3]=1)[CH3:38]. The catalyst class is: 12. (8) Product: [Cl:25][C:22]1[S:21][C:20]([S:17]([NH:16][CH:4]([CH2:3][OH:2])[CH:5]([C:10]2[CH:11]=[CH:12][CH:13]=[CH:14][CH:15]=2)[C:6]([F:8])([F:7])[F:9])(=[O:19])=[O:18])=[CH:24][CH:23]=1. Reactant: C[O:2][C:3](=O)[CH:4]([NH:16][S:17]([C:20]1[S:21][C:22]([Cl:25])=[CH:23][CH:24]=1)(=[O:19])=[O:18])[CH:5]([C:10]1[CH:15]=[CH:14][CH:13]=[CH:12][CH:11]=1)[C:6]([F:9])([F:8])[F:7].[Li+].[BH4-].Cl. The catalyst class is: 1. (9) Reactant: [C:1]([N:8]1[CH2:12][CH2:11][C@H:10]([NH2:13])[CH2:9]1)([O:3][C:4]([CH3:7])([CH3:6])[CH3:5])=[O:2].C(N(CC)CC)C.[Cl:21][C:22]1[N:27]=[C:26](Cl)[CH:25]=[CH:24][N:23]=1.O. Product: [Cl:21][C:22]1[N:27]=[C:26]([NH:13][C@H:10]2[CH2:11][CH2:12][N:8]([C:1]([O:3][C:4]([CH3:7])([CH3:6])[CH3:5])=[O:2])[CH2:9]2)[CH:25]=[CH:24][N:23]=1. The catalyst class is: 44. (10) Reactant: [NH2:1][C:2]1[CH:3]=[N:4][C:5]2[C:10]([C:11]=1[NH:12][CH2:13][CH2:14][CH2:15][CH2:16][CH2:17][C:18]([C:20]1[CH:25]=[CH:24][CH:23]=[CH:22][CH:21]=1)=[O:19])=[CH:9][CH:8]=[CH:7][CH:6]=2.[CH:26](OC)(OC)OC.Cl.N1C=CC=CC=1. Product: [N:12]1([CH2:13][CH2:14][CH2:15][CH2:16][CH2:17][C:18]([C:20]2[CH:25]=[CH:24][CH:23]=[CH:22][CH:21]=2)=[O:19])[C:11]2[C:10]3[CH:9]=[CH:8][CH:7]=[CH:6][C:5]=3[N:4]=[CH:3][C:2]=2[N:1]=[CH:26]1. The catalyst class is: 11.